Dataset: Forward reaction prediction with 1.9M reactions from USPTO patents (1976-2016). Task: Predict the product of the given reaction. (1) Given the reactants [NH:1]1[CH2:6][CH2:5][CH2:4][CH2:3][CH2:2]1.[Br:7][C:8]1[CH:13]=[CH:12][C:11]([S:14](Cl)(=[O:16])=[O:15])=[CH:10][CH:9]=1.[OH-].[Na+], predict the reaction product. The product is: [Br:7][C:8]1[CH:13]=[CH:12][C:11]([S:14]([N:1]2[CH2:6][CH2:5][CH2:4][CH2:3][CH2:2]2)(=[O:16])=[O:15])=[CH:10][CH:9]=1. (2) Given the reactants P(Cl)(Cl)([Cl:3])=S.C(N)CCC.[CH2:11]([N:15]([CH2:20][CH2:21][CH2:22][CH3:23])[CH2:16][CH2:17][CH2:18][CH3:19])[CH2:12][CH2:13][CH3:14], predict the reaction product. The product is: [ClH:3].[CH2:20]([N:15]([CH2:11][CH2:12][CH2:13][CH3:14])[CH2:16][CH2:17][CH2:18][CH3:19])[CH2:21][CH2:22][CH3:23]. (3) Given the reactants C(OC(=O)[NH:7][CH2:8][C:9]1[CH:40]=[CH:39][C:12]2[N:13]([CH2:34][CH2:35][CH2:36][CH2:37][F:38])[C:14]([CH2:16][N:17]3[C:26]4[C:21](=[CH:22][CH:23]=[CH:24][CH:25]=4)[C:20](=[O:27])[N:19]([CH2:28][C:29]([F:32])([F:31])[F:30])[C:18]3=[O:33])=[N:15][C:11]=2[CH:10]=1)(C)(C)C.C(O)(C(F)(F)F)=O.C(Cl)(=O)C, predict the reaction product. The product is: [NH2:7][CH2:8][C:9]1[CH:40]=[CH:39][C:12]2[N:13]([CH2:34][CH2:35][CH2:36][CH2:37][F:38])[C:14]([CH2:16][N:17]3[C:26]4[C:21](=[CH:22][CH:23]=[CH:24][CH:25]=4)[C:20](=[O:27])[N:19]([CH2:28][C:29]([F:32])([F:31])[F:30])[C:18]3=[O:33])=[N:15][C:11]=2[CH:10]=1. (4) The product is: [F:36][C:23]1[C:24]([C:26]2[C:34]3[O:33][CH:32]=[CH:31][C:30]=3[C:29]([F:35])=[CH:28][CH:27]=2)=[CH:25][C:20]([NH:19][C:11]2[CH:10]=[C:9]([CH2:8][S:6]([CH3:7])(=[NH:5])=[O:39])[CH:14]=[C:13]([C:15]([F:18])([F:17])[F:16])[N:12]=2)=[N:21][CH:22]=1.[F:38][C:2]([F:1])([F:37])[C:3]([N:5]=[S:6]([CH2:8][C:9]1[CH:14]=[C:13]([C:15]([F:18])([F:17])[F:16])[N:12]=[C:11]([NH:19][C:20]2[CH:25]=[C:24]([C:26]3[C:34]4[O:33][CH:32]=[CH:31][C:30]=4[C:29]([F:35])=[CH:28][CH:27]=3)[C:23]([F:36])=[CH:22][N:21]=2)[CH:10]=1)([CH3:7])=[O:39])=[O:4]. Given the reactants [F:1][C:2]([F:38])([F:37])[C:3]([N:5]=[S:6]([CH2:8][C:9]1[CH:14]=[C:13]([C:15]([F:18])([F:17])[F:16])[N:12]=[C:11]([NH:19][C:20]2[CH:25]=[C:24]([C:26]3[C:34]4[O:33][CH:32]=[CH:31][C:30]=4[C:29]([F:35])=[CH:28][CH:27]=3)[C:23]([F:36])=[CH:22][N:21]=2)[CH:10]=1)[CH3:7])=[O:4].[OH:39]OS([O-])=O.[K+].[OH-].[K+], predict the reaction product. (5) The product is: [CH2:16]([C:18]1[CH:23]=[CH:22][C:21]([NH:24][C:25]([NH:15][C:12]2[CH:13]=[CH:14][C:9]([O:8][C:4]3[CH:3]=[C:2]([F:1])[N:7]=[CH:6][N:5]=3)=[CH:10][CH:11]=2)=[O:26])=[CH:20][CH:19]=1)[CH3:17]. Given the reactants [F:1][C:2]1[N:7]=[CH:6][N:5]=[C:4]([O:8][C:9]2[CH:14]=[CH:13][C:12]([NH2:15])=[CH:11][CH:10]=2)[CH:3]=1.[CH2:16]([C:18]1[CH:23]=[CH:22][C:21]([N:24]=[C:25]=[O:26])=[CH:20][CH:19]=1)[CH3:17], predict the reaction product. (6) Given the reactants C(Cl)(=O)C(Cl)=O.[CH3:7][C:8]1[C:12]([C:13]([OH:15])=O)=[CH:11][O:10][N:9]=1.[CH3:16][O:17][C:18]1[CH:23]=[CH:22][C:21]([C:24]23[NH:39][CH2:38][CH2:37][N:25]2[C:26](=[O:36])[C:27]2[N:28]([CH:30]=[C:31]([N+:33]([O-:35])=[O:34])[CH:32]=2)[CH2:29]3)=[CH:20][CH:19]=1, predict the reaction product. The product is: [CH3:16][O:17][C:18]1[CH:23]=[CH:22][C:21]([C:24]23[N:39]([C:13]([C:12]4[C:8]([CH3:7])=[N:9][O:10][CH:11]=4)=[O:15])[CH2:38][CH2:37][N:25]2[C:26](=[O:36])[C:27]2[N:28]([CH:30]=[C:31]([N+:33]([O-:35])=[O:34])[CH:32]=2)[CH2:29]3)=[CH:20][CH:19]=1. (7) Given the reactants C(O[C:6](=O)[NH:7][C@H:8]1[CH2:11][C@H:10]([N:12]2[C:16]3=[N:17][CH:18]=[CH:19][CH:20]=[C:15]3[C:14]([CH3:22])([CH3:21])[C:13]2=[O:23])[CH2:9]1)(C)(C)C.BrC1[S:27][C:28]([CH3:31])=[CH:29][N:30]=1, predict the reaction product. The product is: [CH3:22][C:14]1([CH3:21])[C:15]2[C:16](=[N:17][CH:18]=[CH:19][CH:20]=2)[N:12]([C@H:10]2[CH2:9][C@H:8]([NH:7][C:6]3[S:27][C:28]([CH3:31])=[CH:29][N:30]=3)[CH2:11]2)[C:13]1=[O:23].